Dataset: NCI-60 drug combinations with 297,098 pairs across 59 cell lines. Task: Regression. Given two drug SMILES strings and cell line genomic features, predict the synergy score measuring deviation from expected non-interaction effect. (1) Drug 1: C1=NNC2=C1C(=O)NC=N2. Drug 2: COCCOC1=C(C=C2C(=C1)C(=NC=N2)NC3=CC=CC(=C3)C#C)OCCOC.Cl. Cell line: A498. Synergy scores: CSS=12.2, Synergy_ZIP=0.386, Synergy_Bliss=0.241, Synergy_Loewe=-7.79, Synergy_HSA=0.364. (2) Drug 1: COC1=C(C=C2C(=C1)N=CN=C2NC3=CC(=C(C=C3)F)Cl)OCCCN4CCOCC4. Drug 2: COC1=CC(=CC(=C1O)OC)C2C3C(COC3=O)C(C4=CC5=C(C=C24)OCO5)OC6C(C(C7C(O6)COC(O7)C8=CC=CS8)O)O. Cell line: SW-620. Synergy scores: CSS=22.8, Synergy_ZIP=-3.94, Synergy_Bliss=-7.99, Synergy_Loewe=-18.3, Synergy_HSA=-6.30. (3) Drug 1: C1CCC(CC1)NC(=O)N(CCCl)N=O. Drug 2: CC1=C(C(=O)C2=C(C1=O)N3CC4C(C3(C2COC(=O)N)OC)N4)N. Cell line: NCI-H522. Synergy scores: CSS=31.2, Synergy_ZIP=-4.88, Synergy_Bliss=-3.85, Synergy_Loewe=-16.0, Synergy_HSA=0.448. (4) Drug 1: C1CN1P(=S)(N2CC2)N3CC3. Drug 2: CCCCC(=O)OCC(=O)C1(CC(C2=C(C1)C(=C3C(=C2O)C(=O)C4=C(C3=O)C=CC=C4OC)O)OC5CC(C(C(O5)C)O)NC(=O)C(F)(F)F)O. Cell line: OVCAR-4. Synergy scores: CSS=9.71, Synergy_ZIP=5.75, Synergy_Bliss=5.34, Synergy_Loewe=-2.35, Synergy_HSA=4.02.